Dataset: NCI-60 drug combinations with 297,098 pairs across 59 cell lines. Task: Regression. Given two drug SMILES strings and cell line genomic features, predict the synergy score measuring deviation from expected non-interaction effect. (1) Drug 1: CNC(=O)C1=CC=CC=C1SC2=CC3=C(C=C2)C(=NN3)C=CC4=CC=CC=N4. Drug 2: CS(=O)(=O)OCCCCOS(=O)(=O)C. Cell line: COLO 205. Synergy scores: CSS=33.3, Synergy_ZIP=-5.77, Synergy_Bliss=-1.43, Synergy_Loewe=-5.92, Synergy_HSA=-4.75. (2) Drug 1: CC1CCC2CC(C(=CC=CC=CC(CC(C(=O)C(C(C(=CC(C(=O)CC(OC(=O)C3CCCCN3C(=O)C(=O)C1(O2)O)C(C)CC4CCC(C(C4)OC)O)C)C)O)OC)C)C)C)OC. Drug 2: C1=CC=C(C(=C1)C(C2=CC=C(C=C2)Cl)C(Cl)Cl)Cl. Cell line: HOP-62. Synergy scores: CSS=2.80, Synergy_ZIP=-2.22, Synergy_Bliss=-7.12, Synergy_Loewe=-1.29, Synergy_HSA=-6.89. (3) Drug 1: COC1=C(C=C2C(=C1)N=CN=C2NC3=CC(=C(C=C3)F)Cl)OCCCN4CCOCC4. Drug 2: C1CCC(CC1)NC(=O)N(CCCl)N=O. Cell line: HCT-15. Synergy scores: CSS=35.8, Synergy_ZIP=-10.6, Synergy_Bliss=-6.50, Synergy_Loewe=-11.7, Synergy_HSA=-4.27. (4) Drug 1: C1CCC(CC1)NC(=O)N(CCCl)N=O. Drug 2: CCCCC(=O)OCC(=O)C1(CC(C2=C(C1)C(=C3C(=C2O)C(=O)C4=C(C3=O)C=CC=C4OC)O)OC5CC(C(C(O5)C)O)NC(=O)C(F)(F)F)O. Cell line: HCC-2998. Synergy scores: CSS=1.96, Synergy_ZIP=-1.64, Synergy_Bliss=-4.35, Synergy_Loewe=-10.5, Synergy_HSA=-6.79. (5) Drug 1: CC12CCC3C(C1CCC2=O)CC(=C)C4=CC(=O)C=CC34C. Drug 2: CC(CN1CC(=O)NC(=O)C1)N2CC(=O)NC(=O)C2. Cell line: SNB-75. Synergy scores: CSS=12.0, Synergy_ZIP=-0.0760, Synergy_Bliss=1.76, Synergy_Loewe=-15.2, Synergy_HSA=2.95. (6) Drug 1: CS(=O)(=O)C1=CC(=C(C=C1)C(=O)NC2=CC(=C(C=C2)Cl)C3=CC=CC=N3)Cl. Drug 2: C1C(C(OC1N2C=NC3=C(N=C(N=C32)Cl)N)CO)O. Cell line: NCI-H226. Synergy scores: CSS=2.17, Synergy_ZIP=-2.42, Synergy_Bliss=-3.43, Synergy_Loewe=-5.20, Synergy_HSA=-4.78.